Dataset: Full USPTO retrosynthesis dataset with 1.9M reactions from patents (1976-2016). Task: Predict the reactants needed to synthesize the given product. Given the product [NH2:1][C:2]1[N:6]([CH:7]2[CH2:12][CH:11]3[CH2:13][CH:8]2[CH2:9][NH:10]3)[N:5]=[C:4]([C:24]2[CH:25]=[CH:26][C:27]([O:30][C:31]3[CH:36]=[CH:35][CH:34]=[CH:33][CH:32]=3)=[CH:28][CH:29]=2)[C:3]=1[C:37]([NH2:38])=[O:39], predict the reactants needed to synthesize it. The reactants are: [NH2:1][C:2]1[N:6]([CH:7]2[CH2:12][CH:11]3[CH2:13][CH:8]2[CH2:9][N:10]3C(OCC2C=CC=CC=2)=O)[N:5]=[C:4]([C:24]2[CH:29]=[CH:28][C:27]([O:30][C:31]3[CH:36]=[CH:35][CH:34]=[CH:33][CH:32]=3)=[CH:26][CH:25]=2)[C:3]=1[C:37]#[N:38].[OH-:39].[Na+].O.